Dataset: Catalyst prediction with 721,799 reactions and 888 catalyst types from USPTO. Task: Predict which catalyst facilitates the given reaction. (1) Reactant: [C:1]1([C:7]#[C:8][CH2:9][N:10]([CH2:31][C:32]#[C:33][C:34]2[CH:39]=[CH:38][CH:37]=[CH:36][CH:35]=2)[CH:11]2[CH2:16][CH2:15][N:14]([CH2:17][CH2:18][N:19]3[C:28]4[C:23](=[CH:24][CH:25]=[C:26]([F:29])[CH:27]=4)[N:22]=[CH:21][C:20]3=[O:30])[CH2:13][CH2:12]2)[CH:6]=[CH:5][CH:4]=[CH:3][CH:2]=1.[ClH:40].C(OCC)(=O)C. Product: [ClH:40].[C:34]1([C:33]#[C:32][CH2:31][N:10]([CH2:9][C:8]#[C:7][C:1]2[CH:6]=[CH:5][CH:4]=[CH:3][CH:2]=2)[CH:11]2[CH2:16][CH2:15][N:14]([CH2:17][CH2:18][N:19]3[C:28]4[C:23](=[CH:24][CH:25]=[C:26]([F:29])[CH:27]=4)[N:22]=[CH:21][C:20]3=[O:30])[CH2:13][CH2:12]2)[CH:39]=[CH:38][CH:37]=[CH:36][CH:35]=1. The catalyst class is: 22. (2) Reactant: COC1C=CC(C[O:8][C@@H:9]2[C@@H:17]([CH:18]=O)[O:16][C@H:15]3[C@H:11]([N:12]=[C:13]([N:20]([CH3:28])C(=O)OC(C)(C)C)[S:14]3)[C@H:10]2[O:29]CC2C=CC(OC)=CC=2)=CC=1.[NH2:41][CH2:42][CH2:43][CH2:44][OH:45].[BH3-]C#N.[Na+].C(O)(C(F)(F)F)=O. Product: [OH:45][CH2:44][CH2:43][CH2:42][NH:41][CH2:18][C@H:17]1[O:16][C@H:15]2[C@H:11]([N:12]=[C:13]([NH:20][CH3:28])[S:14]2)[C@@H:10]([OH:29])[C@@H:9]1[OH:8]. The catalyst class is: 76. (3) Reactant: II.O[PH2]=O.[CH3:6][N:7]1[CH:11]=[C:10]([C:12]2[CH:13]=[CH:14][C:15]3[N:16]([C:18]([CH:21]([C:23]4[CH:24]=[C:25]5[C:30](=[CH:31][CH:32]=4)[N:29]=[CH:28][CH:27]=[CH:26]5)O)=[CH:19][N:20]=3)[N:17]=2)[CH:9]=[N:8]1. Product: [CH3:6][N:7]1[CH:11]=[C:10]([C:12]2[CH:13]=[CH:14][C:15]3[N:16]([C:18]([CH2:21][C:23]4[CH:24]=[C:25]5[C:30](=[CH:31][CH:32]=4)[N:29]=[CH:28][CH:27]=[CH:26]5)=[CH:19][N:20]=3)[N:17]=2)[CH:9]=[N:8]1. The catalyst class is: 86. (4) Reactant: [CH3:1][Si:2]([CH3:17])([CH3:16])[CH2:3][CH2:4][O:5][CH2:6][O:7][CH2:8][C:9]1[N:10]=[C:11]([CH2:14][OH:15])[S:12][CH:13]=1. Product: [CH3:1][Si:2]([CH3:17])([CH3:16])[CH2:3][CH2:4][O:5][CH2:6][O:7][CH2:8][C:9]1[N:10]=[C:11]([CH:14]=[O:15])[S:12][CH:13]=1. The catalyst class is: 21. (5) Reactant: [NH2:1][C:2]1[C:3]([C:12]2[N:13]=[CH:14][N:15]([CH3:17])[CH:16]=2)=[N:4][CH:5]=[CH:6][C:7]=1[C:8]([O:10]C)=O.[NH2:18][C:19](N)=[O:20]. Product: [CH3:17][N:15]1[CH:16]=[C:12]([C:3]2[C:2]3[N:1]=[C:19]([OH:20])[N:18]=[C:8]([OH:10])[C:7]=3[CH:6]=[CH:5][N:4]=2)[N:13]=[CH:14]1. The catalyst class is: 6. (6) Reactant: [CH3:1][C:2]1[N:3]([C:8]2[CH:9]=[CH:10][C:11]([C:14]3[N:19]=[N:18][C:17]([N:20]([CH2:28][C:29]4([C:33]5[C:38]([F:39])=[CH:37][CH:36]=[CH:35][N:34]=5)[CH2:32][CH2:31][CH2:30]4)C(=O)OC(C)(C)C)=[CH:16][CH:15]=3)=[N:12][CH:13]=2)[C:4]([CH3:7])=[CH:5][CH:6]=1.C(O)(C(F)(F)F)=O. Product: [CH3:7][C:4]1[N:3]([C:8]2[CH:9]=[CH:10][C:11]([C:14]3[N:19]=[N:18][C:17]([NH:20][CH2:28][C:29]4([C:33]5[C:38]([F:39])=[CH:37][CH:36]=[CH:35][N:34]=5)[CH2:30][CH2:31][CH2:32]4)=[CH:16][CH:15]=3)=[N:12][CH:13]=2)[C:2]([CH3:1])=[CH:6][CH:5]=1. The catalyst class is: 2. (7) Reactant: [CH2:1]([O:8][C:9]([N:11]1[CH2:16][CH:15]([O:17][CH2:18][C:19]2[CH:20]=[CH:21][C:22]3[O:27][CH2:26][CH2:25][N:24]([CH2:28][CH2:29][CH2:30][O:31][CH3:32])[C:23]=3[CH:33]=2)[CH:14]([C:34]2[CH:39]=[CH:38][C:37]([O:40][CH3:41])=[CH:36][CH:35]=2)[CH:13]([OH:42])[CH2:12]1)=[O:10])[C:2]1[CH:7]=[CH:6][CH:5]=[CH:4][CH:3]=1.[CH:43]1(OC(=N)C(Cl)(Cl)Cl)[CH2:47][CH2:46][CH:45]=[CH:44]1. Product: [CH2:1]([O:8][C:9]([N:11]1[CH2:16][CH:15]([O:17][CH2:18][C:19]2[CH:20]=[CH:21][C:22]3[O:27][CH2:26][CH2:25][N:24]([CH2:28][CH2:29][CH2:30][O:31][CH3:32])[C:23]=3[CH:33]=2)[CH:14]([C:34]2[CH:39]=[CH:38][C:37]([O:40][CH3:41])=[CH:36][CH:35]=2)[CH:13]([O:42][CH:47]2[CH2:46][CH2:45][CH:44]=[CH:43]2)[CH2:12]1)=[O:10])[C:2]1[CH:7]=[CH:6][CH:5]=[CH:4][CH:3]=1. The catalyst class is: 4.